The task is: Predict which catalyst facilitates the given reaction.. This data is from Catalyst prediction with 721,799 reactions and 888 catalyst types from USPTO. (1) Reactant: [CH2:1]([N:3]([CH2:28][CH3:29])[CH2:4][CH2:5][CH2:6][NH:7][C:8]([NH:10][C:11]1[CH:16]=[C:15]([O:17][C:18]2[CH:23]=[CH:22][C:21]([N+:24]([O-])=O)=[CH:20][C:19]=2[CH3:27])[CH:14]=[CH:13][N:12]=1)=[O:9])[CH3:2].[Cl-].[NH4+].O. Product: [NH2:24][C:21]1[CH:22]=[CH:23][C:18]([O:17][C:15]2[CH:14]=[CH:13][N:12]=[C:11]([NH:10][C:8]([NH:7][CH2:6][CH2:5][CH2:4][N:3]([CH2:28][CH3:29])[CH2:1][CH3:2])=[O:9])[CH:16]=2)=[C:19]([CH3:27])[CH:20]=1. The catalyst class is: 186. (2) Reactant: [OH:1][C:2]1[CH:10]=[CH:9][C:5]([CH2:6][CH2:7][OH:8])=[CH:4][CH:3]=1.C(=O)([O-])[O-].[K+].[K+].[Br:17][CH2:18][CH2:19][CH2:20]Br. Product: [Br:17][CH2:18][CH2:19][CH2:20][O:1][C:2]1[CH:10]=[CH:9][C:5]([CH2:6][CH2:7][OH:8])=[CH:4][CH:3]=1. The catalyst class is: 10. (3) Reactant: O.C1(C)C=CC(S(O)(=O)=O)=CC=1.[C:13]([CH:15]([C:23]1[N:24]=[N:25][C:26]([C:29]([N:31]2[CH2:50][CH2:49][C:34]3[N:35]=[C:36]([NH:39][CH:40]4[CH2:48][C:47]5[C:42](=[CH:43][CH:44]=[CH:45][CH:46]=5)[CH2:41]4)[N:37]=[CH:38][C:33]=3[CH2:32]2)=[O:30])=[CH:27][CH:28]=1)C(OC(C)(C)C)=O)#[N:14]. Product: [CH2:41]1[C:42]2[C:47](=[CH:46][CH:45]=[CH:44][CH:43]=2)[CH2:48][CH:40]1[NH:39][C:36]1[N:37]=[CH:38][C:33]2[CH2:32][N:31]([C:29]([C:26]3[N:25]=[N:24][C:23]([CH2:15][C:13]#[N:14])=[CH:28][CH:27]=3)=[O:30])[CH2:50][CH2:49][C:34]=2[N:35]=1. The catalyst class is: 11. (4) Reactant: [CH2:1]([N:8]([CH:10]([C:15]([O:17]C)=O)[C:11]([O:13][CH3:14])=[O:12])[CH3:9])[C:2]1[CH:7]=[CH:6][CH:5]=[CH:4][CH:3]=1.[CH3:19][NH2:20].CO. Product: [CH3:14][O:13][C:11](=[O:12])[CH:10]([N:8]([CH2:1][C:2]1[CH:7]=[CH:6][CH:5]=[CH:4][CH:3]=1)[CH3:9])[C:15]([NH:20][CH3:19])=[O:17]. The catalyst class is: 5. (5) Reactant: [CH3:1][O:2][C:3]1[CH:4]=[C:5]2[C:10](=[CH:11][C:12]=1[O:13][CH3:14])[NH:9][C:8](=O)[N:7]=[C:6]2[Cl:16].S(Cl)(Cl)=O. Product: [CH3:1][O:2][C:3]1[CH:4]=[C:5]2[C:10](=[CH:11][C:12]=1[O:13][CH3:14])[N:9]=[CH:8][N:7]=[C:6]2[Cl:16]. The catalyst class is: 3.